This data is from Catalyst prediction with 721,799 reactions and 888 catalyst types from USPTO. The task is: Predict which catalyst facilitates the given reaction. (1) The catalyst class is: 116. Product: [Cl:29][C:24]1[CH:25]=[CH:26][CH:27]=[C:28]([Ge:34]([CH3:37])([CH3:36])[CH3:33])[C:23]=1[C:22]([N:21]([CH2:19][CH3:20])[CH2:31][CH3:32])=[O:30]. Reactant: [Li]C(CC)C.C1CCCCC1.C(=O)=O.CC(C)=O.[CH2:19]([N:21]([CH2:31][CH3:32])[C:22](=[O:30])[C:23]1[CH:28]=[CH:27][CH:26]=[CH:25][C:24]=1[Cl:29])[CH3:20].[CH3:33][Ge:34]([CH3:37])([CH3:36])Cl. (2) Reactant: [CH2:1]([O:8][N:9]1[C:14]2[N:15]=[CH:16][N:17]=[C:18]([O:19][CH3:20])[C:13]=2[C:12](O)=[CH:11][C:10]1=[O:22])[C:2]1[CH:7]=[CH:6][CH:5]=[CH:4][CH:3]=1.FC(F)(F)S(OS(C(F)(F)F)(=O)=O)(=O)=O.C([N:40]([CH2:43][CH3:44])CC)C. Product: [CH2:43]([NH:40][C:12]1[C:13]2[C:18]([O:19][CH3:20])=[N:17][CH:16]=[N:15][C:14]=2[N:9]([O:8][CH2:1][C:2]2[CH:7]=[CH:6][CH:5]=[CH:4][CH:3]=2)[C:10](=[O:22])[CH:11]=1)[C:44]1[CH:6]=[CH:7][CH:2]=[CH:3][CH:4]=1. The catalyst class is: 2. (3) Reactant: Br[C:2]1[C:11]2[C:6](=[CH:7][CH:8]=[CH:9][CH:10]=2)[CH:5]=[C:4]([NH:12][C:13]([C:15]2([C:18]3[CH:28]=[CH:27][C:21]4[O:22][C:23]([F:26])([F:25])[O:24][C:20]=4[CH:19]=3)[CH2:17][CH2:16]2)=[O:14])[N:3]=1.[CH3:29][O:30][C:31]1[N:36]=[CH:35][C:34](B(O)O)=[CH:33][CH:32]=1.C(=O)([O-])[O-].[K+].[K+]. Product: [F:25][C:23]1([F:26])[O:22][C:21]2[CH:27]=[CH:28][C:18]([C:15]3([C:13]([NH:12][C:4]4[N:3]=[C:2]([C:34]5[CH:35]=[N:36][C:31]([O:30][CH3:29])=[CH:32][CH:33]=5)[C:11]5[C:6]([CH:5]=4)=[CH:7][CH:8]=[CH:9][CH:10]=5)=[O:14])[CH2:17][CH2:16]3)=[CH:19][C:20]=2[O:24]1. The catalyst class is: 57. (4) Reactant: [O:1]1[C:5]2([CH2:10][CH2:9][C:8](C3C(O)=CC=CN=3)=[CH:7][CH2:6]2)[O:4][CH2:3][CH2:2]1.[NH:18]1[CH:23]=[CH:22][CH:21]=[CH:20][C:19]1=[O:24].C([O-])([O-])=O.[Cs+].[Cs+]. Product: [O:4]1[C:5]2([CH2:6][CH2:7][CH:8]([N:18]3[CH:23]=[CH:22][CH:21]=[CH:20][C:19]3=[O:24])[CH2:9][CH2:10]2)[O:1][CH2:2][CH2:3]1. The catalyst class is: 3.